The task is: Predict the reactants needed to synthesize the given product.. This data is from Full USPTO retrosynthesis dataset with 1.9M reactions from patents (1976-2016). Given the product [Cl:28][C:27]1[CH:26]=[CH:25][CH:24]=[C:23]([Cl:29])[C:22]=1[NH:21][C:18]1[N:19]([CH3:20])[C:10]2[C:9]3[C:8](=[O:30])[NH:7][C:6]([CH:5]=[CH:4][CH2:3][OH:2])=[C:15]([CH3:16])[C:14]=3[CH:13]=[CH:12][C:11]=2[N:17]=1, predict the reactants needed to synthesize it. The reactants are: C[O:2][C:3](=O)[CH:4]=[CH:5][C:6]1[NH:7][C:8](=[O:30])[C:9]2[C:10]3[N:19]([CH3:20])[C:18]([NH:21][C:22]4[C:27]([Cl:28])=[CH:26][CH:25]=[CH:24][C:23]=4[Cl:29])=[N:17][C:11]=3[CH:12]=[CH:13][C:14]=2[C:15]=1[CH3:16].C[Si]([N-][Si](C)(C)C)(C)C.[Na+].[H-].[Al+3].[Li+].[H-].[H-].[H-].